This data is from Full USPTO retrosynthesis dataset with 1.9M reactions from patents (1976-2016). The task is: Predict the reactants needed to synthesize the given product. (1) The reactants are: Br[C:2]1[CH:3]=[CH:4][C:5]2[N:9]=[CH:8][N:7]([CH2:10][C:11]3[CH:27]=[CH:26][C:14]4[N:15]=[C:16]([NH:18][C@@H:19]5[CH2:24][CH2:23][CH2:22][CH2:21][C@H:20]5[OH:25])[S:17][C:13]=4[CH:12]=3)[C:6]=2[CH:28]=1.BrC1C=CC2N(CC3C=CC4N=C(N[C@@H:46]5CCCC[C@H:47]5[OH:52])SC=4C=3)C=NC=2C=1. Given the product [OH:25][C@@H:20]1[CH2:21][CH2:22][CH2:23][CH2:24][C@H:19]1[NH:18][C:16]1[S:17][C:13]2[CH:12]=[C:11]([CH2:10][N:7]3[C:6]4[CH:28]=[C:2]([C:47](=[O:52])[CH3:46])[CH:3]=[CH:4][C:5]=4[N:9]=[CH:8]3)[CH:27]=[CH:26][C:14]=2[N:15]=1, predict the reactants needed to synthesize it. (2) Given the product [CH:10]1[C:11]2[CH:12]([CH2:14][O:15][C:16]([NH:18][C@H:19]([C:28](=[O:35])[N:29]3[CH2:30][CH2:31][CH2:32][CH2:33][CH2:34]3)[CH2:20][C:21]([OH:23])=[O:22])=[O:17])[C:13]3[C:5](=[CH:4][CH:3]=[CH:2][CH:1]=3)[C:6]=2[CH:7]=[CH:8][CH:9]=1.[NH:18]([C:16]([O:15][CH2:14][CH:12]1[C:11]2[C:6](=[CH:7][CH:8]=[CH:9][CH:10]=2)[C:5]2[C:13]1=[CH:1][CH:2]=[CH:3][CH:4]=2)=[O:17])[C@H:19]([C:28]([OH:39])=[O:35])[CH2:20][C:21](=[O:22])[OH:23], predict the reactants needed to synthesize it. The reactants are: [CH:1]1[C:13]2[CH:12]([CH2:14][O:15][C:16]([NH:18][C@H:19]([C:28](=[O:35])[N:29]3[CH2:34][CH2:33][CH2:32][CH2:31][CH2:30]3)[CH2:20][C:21]([O:23]C(C)(C)C)=[O:22])=[O:17])[C:11]3[C:6](=[CH:7][CH:8]=[CH:9][CH:10]=3)[C:5]=2[CH:4]=[CH:3][CH:2]=1.FC(F)(F)C(O)=[O:39].C(N(CC)CC)C.